Dataset: Full USPTO retrosynthesis dataset with 1.9M reactions from patents (1976-2016). Task: Predict the reactants needed to synthesize the given product. (1) Given the product [CH2:22]([O:21][C:19](=[O:20])[C:18]([NH:17][C:13]([C:5]1[CH:4]=[CH:3][C:2]([Br:1])=[C:7]([O:8][CH2:9][CH:10]2[CH2:11][CH2:12]2)[N:6]=1)=[O:15])([CH2:26][CH3:27])[CH2:24][CH3:25])[CH3:23], predict the reactants needed to synthesize it. The reactants are: [Br:1][C:2]1[CH:3]=[CH:4][C:5]([C:13]([OH:15])=O)=[N:6][C:7]=1[O:8][CH2:9][CH:10]1[CH2:12][CH2:11]1.Cl.[NH2:17][C:18]([CH2:26][CH3:27])([CH2:24][CH3:25])[C:19]([O:21][CH2:22][CH3:23])=[O:20]. (2) Given the product [CH3:4][C:2]([C:5]1[S:6][C:7]([C:29]2[CH:34]=[CH:33][N:32]=[C:31]([CH2:35][CH2:36][S:38]([CH3:37])(=[O:40])=[O:39])[N:30]=2)=[C:8]([C:10]2[C:11]([F:28])=[C:12]([NH:16][S:17]([C:20]3[C:21]([F:27])=[CH:22][CH:23]=[CH:24][C:25]=3[F:26])(=[O:19])=[O:18])[CH:13]=[CH:14][CH:15]=2)[N:9]=1)([CH3:1])[CH3:3], predict the reactants needed to synthesize it. The reactants are: [CH3:1][C:2]([C:5]1[S:6][C:7]([C:29]2[CH:34]=[CH:33][N:32]=[C:31]([CH:35]=[CH2:36])[N:30]=2)=[C:8]([C:10]2[C:11]([F:28])=[C:12]([NH:16][S:17]([C:20]3[C:25]([F:26])=[CH:24][CH:23]=[CH:22][C:21]=3[F:27])(=[O:19])=[O:18])[CH:13]=[CH:14][CH:15]=2)[N:9]=1)([CH3:4])[CH3:3].[CH3:37][S:38]([OH:40])=[O:39].[Na].C(O)C. (3) Given the product [K+:21].[CH3:11][C:8]1[N:7]([CH2:12][O:13][CH2:14][CH2:15][Si:16]([CH3:17])([CH3:18])[CH3:19])[C:6]([C:4]([O-:5])=[O:3])=[N:10][CH:9]=1, predict the reactants needed to synthesize it. The reactants are: C([O:3][C:4]([C:6]1[N:7]([CH2:12][O:13][CH2:14][CH2:15][Si:16]([CH3:19])([CH3:18])[CH3:17])[C:8]([CH3:11])=[CH:9][N:10]=1)=[O:5])C.[OH-].[K+:21]. (4) The reactants are: [CH2:1]([O:3][C:4](=[O:19])[C:5]([CH3:18])([CH3:17])[CH2:6][C:7]1[CH:12]=[CH:11][C:10]([CH2:13][C:14]([OH:16])=O)=[CH:9][CH:8]=1)[CH3:2].S(Cl)(Cl)=O.[CH2:24]([NH2:31])[CH2:25][CH2:26][CH2:27][CH2:28][CH2:29][CH3:30].C(N(CC)C(C)C)(C)C.Cl. Given the product [CH2:1]([O:3][C:4](=[O:19])[C:5]([CH3:18])([CH3:17])[CH2:6][C:7]1[CH:8]=[CH:9][C:10]([CH2:13][C:14](=[O:16])[NH:31][CH2:24][CH2:25][CH2:26][CH2:27][CH2:28][CH2:29][CH3:30])=[CH:11][CH:12]=1)[CH3:2], predict the reactants needed to synthesize it.